From a dataset of Full USPTO retrosynthesis dataset with 1.9M reactions from patents (1976-2016). Predict the reactants needed to synthesize the given product. (1) The reactants are: [Cl:1][C:2]1[CH:7]=[CH:6][C:5]([C:8]2[CH2:12][C:11]([C:17]3[CH:22]=[C:21]([Cl:23])[C:20]([Cl:24])=[C:19]([Cl:25])[CH:18]=3)([C:13]([F:16])([F:15])[F:14])[O:10][N:9]=2)=[CH:4][C:3]=1[CH2:26][NH2:27].[CH:28]1([C:31](Cl)=[O:32])[CH2:30][CH2:29]1. Given the product [Cl:1][C:2]1[CH:7]=[CH:6][C:5]([C:8]2[CH2:12][C:11]([C:17]3[CH:22]=[C:21]([Cl:23])[C:20]([Cl:24])=[C:19]([Cl:25])[CH:18]=3)([C:13]([F:16])([F:14])[F:15])[O:10][N:9]=2)=[CH:4][C:3]=1[CH2:26][NH:27][C:31]([CH:28]1[CH2:30][CH2:29]1)=[O:32], predict the reactants needed to synthesize it. (2) Given the product [C:54]1([OH:7])([CH3:55])[CH:53]=[CH:52][CH:51]=[CH:50][CH:49]1[CH3:47].[OH:14][C:13]1[CH:8]=[CH:9][CH:10]=[CH:11][C:12]=1[CH:16]=[O:24], predict the reactants needed to synthesize it. The reactants are: C1([OH:7])C=CC=CC=1.[CH:8]1[C:13]([OH:14])=[CH:12][CH:11]=[C:10](C)[CH:9]=1.[C:16]1([OH:24])C=C(C)C=C(C)C=1.COC1C(O)=CC=CC=1O.C(C1C=C(O)C(=CC=1)O)(C)(C)C.[CH2:47]([C:49]1[C:54]([CH2:55]C)=[CH:53][C:52](CC)=[CH:51][C:50]=1O)C.C1C2C(=CC=CC=2)C=CC=1O.